From a dataset of Catalyst prediction with 721,799 reactions and 888 catalyst types from USPTO. Predict which catalyst facilitates the given reaction. (1) The catalyst class is: 5. Product: [NH2:3][OH:1].[F:6][C:7]1[CH:8]=[CH:9][C:10]([N:13]([CH2:24][C:25]2[CH:26]=[CH:27][C:28]([C:29]([NH:3][OH:4])=[O:1])=[CH:33][CH:34]=2)[C:14]2[CH:9]=[CH:10][N:11]([CH3:12])[N:18]=2)=[N:11][CH:12]=1. Reactant: [OH-:1].[K+].[NH2:3][OH:4].Cl.[F:6][C:7]1[CH:8]=[CH:9][C:10]([N:13]([CH2:24][C:25]2[CH:34]=[CH:33][C:28]([C:29](OC)=O)=[CH:27][CH:26]=2)[C:14]2[N:18](C)C3C=CC=CC=3N=2)=[N:11][CH:12]=1. (2) Reactant: [Br:1][C:2]1[C:3]([C:9]([CH3:12])([CH3:11])[CH3:10])=[N:4][N:5]([CH3:8])[C:6]=1[NH2:7].[C:13](O[C:13]([O:15][C:16]([CH3:19])([CH3:18])[CH3:17])=[O:14])([O:15][C:16]([CH3:19])([CH3:18])[CH3:17])=[O:14].C(=O)([O-])[O-].[K+].[K+]. Product: [C:16]([O:15][C:13](=[O:14])[NH:7][C:6]1[N:5]([CH3:8])[N:4]=[C:3]([C:9]([CH3:12])([CH3:11])[CH3:10])[C:2]=1[Br:1])([CH3:19])([CH3:18])[CH3:17]. The catalyst class is: 79. (3) Reactant: [H-].[Na+:2].[CH3:3][C:4]([CH3:33])([CH3:32])[C:5]#[C:6][C:7]1[S:11][C:10]([C:12]([OH:14])=[O:13])=[C:9]([N:15]([CH:25]2[CH2:30][CH2:29][CH:28]([OH:31])[CH2:27][CH2:26]2)[C:16]([CH:18]2[CH2:23][CH2:22][CH:21]([CH3:24])[CH2:20][CH2:19]2)=[O:17])[CH:8]=1.[N:34]1([C:38]([C:40]2[CH:45]=[CH:44][N:43]=[C:42](Cl)[CH:41]=2)=[O:39])[CH2:37][CH2:36][CH2:35]1.[OH-].[Na+]. Product: [N:34]1([C:38]([C:40]2[CH:45]=[CH:44][N:43]=[C:42]([O:31][CH:28]3[CH2:29][CH2:30][CH:25]([N:15]([C:9]4[CH:8]=[C:7]([C:6]#[C:5][C:4]([CH3:32])([CH3:3])[CH3:33])[S:11][C:10]=4[C:12]([O-:14])=[O:13])[C:16]([CH:18]4[CH2:23][CH2:22][CH:21]([CH3:24])[CH2:20][CH2:19]4)=[O:17])[CH2:26][CH2:27]3)[CH:41]=2)=[O:39])[CH2:37][CH2:36][CH2:35]1.[Na+:2]. The catalyst class is: 3.